The task is: Predict the reaction yield, written as a fraction of the theoretical maximum amount of product (1.0 means a 100% yield; for example, 0.34 means a 34% yield).. This data is from Reaction yield outcomes from USPTO patents with 853,638 reactions. (1) The product is [F:1][C:2]([F:32])([F:31])[C:3]1[CH:26]=[C:25]([C:27]([F:28])([F:29])[F:30])[CH:24]=[CH:23][C:4]=1[CH2:5][O:6][C:7]1[CH:20]=[CH:19][C:10]([CH2:11][CH:12]2[S:16][C:15]([N:43]3[CH2:44][CH2:45][N:40]([CH3:39])[CH2:41][CH2:42]3)=[N:14][C:13]2=[O:18])=[CH:9][C:8]=1[O:21][CH3:22]. The reactants are [F:1][C:2]([F:32])([F:31])[C:3]1[CH:26]=[C:25]([C:27]([F:30])([F:29])[F:28])[CH:24]=[CH:23][C:4]=1[CH2:5][O:6][C:7]1[CH:20]=[CH:19][C:10]([CH2:11][CH:12]2[S:16][C:15](=S)[NH:14][C:13]2=[O:18])=[CH:9][C:8]=1[O:21][CH3:22].CS(C)=O.IC.[CH3:39][N:40]1[CH2:45][CH2:44][NH:43][CH2:42][CH2:41]1. The catalyst is CCOC(C)=O.CC#N. The yield is 0.350. (2) The reactants are [Cl:1][C:2]1[C:7]([C:8]([NH2:10])=[O:9])=[C:6]([OH:11])[C:5]([NH:12][C:13]2[C:16](=[O:17])[C:15](=[O:18])[C:14]=2Cl)=[CH:4][CH:3]=1.[Br:20][C:21]1[CH:27]=[CH:26][CH:25]=[CH:24][C:22]=1[NH2:23]. The catalyst is CS(C)=O. The product is [Cl:1][C:2]1[C:7]([C:8]([NH2:10])=[O:9])=[C:6]([OH:11])[C:5]([NH:12][C:13]2[C:16](=[O:17])[C:15](=[O:18])[C:14]=2[NH:23][C:22]2[CH:24]=[CH:25][CH:26]=[CH:27][C:21]=2[Br:20])=[CH:4][CH:3]=1. The yield is 0.270. (3) The reactants are [CH3:1][O:2][C:3]1[CH:4]=[C:5]([C:11]2[O:15][N:14]=[CH:13][C:12]=2[C:16](OCC)=[O:17])[CH:6]=[CH:7][C:8]=1[O:9][CH3:10].[H-].C([Al+]CC(C)C)C(C)C.Cl. The catalyst is O1CCCC1. The product is [CH3:1][O:2][C:3]1[CH:4]=[C:5]([C:11]2[O:15][N:14]=[CH:13][C:12]=2[CH2:16][OH:17])[CH:6]=[CH:7][C:8]=1[O:9][CH3:10]. The yield is 0.960. (4) The reactants are [CH:1]1([C:4]2[NH:8][C:7]3[C:9]([C:14]([OH:16])=O)=[CH:10][CH:11]=[C:12]([OH:13])[C:6]=3[N:5]=2)[CH2:3][CH2:2]1.[NH2:17][CH:18]1[CH2:23][CH2:22][N:21](C(OC(C)(C)C)=O)[CH2:20][CH2:19]1. No catalyst specified. The product is [CH:1]1([C:4]2[NH:8][C:7]3[C:9]([C:14]([NH:17][CH:18]4[CH2:23][CH2:22][NH:21][CH2:20][CH2:19]4)=[O:16])=[CH:10][CH:11]=[C:12]([OH:13])[C:6]=3[N:5]=2)[CH2:2][CH2:3]1. The yield is 0.360. (5) The reactants are [C:1]([C:3]1[CH:4]=[C:5]([C:9]2[CH:14]=[CH:13][C:12]([CH:15]([CH2:27][CH:28]=O)[C:16]([NH:18][C:19]3[CH:24]=[C:23]([Cl:25])[CH:22]=[C:21]([Cl:26])[CH:20]=3)=[O:17])=[CH:11][CH:10]=2)[CH:6]=[CH:7][CH:8]=1)#[N:2].[CH3:30][NH2:31]. The catalyst is ClCCCl. The product is [C:1]([C:3]1[CH:4]=[C:5]([C:9]2[CH:14]=[CH:13][C:12]([CH:15]([CH2:27][CH2:28][NH:31][CH3:30])[C:16]([NH:18][C:19]3[CH:24]=[C:23]([Cl:25])[CH:22]=[C:21]([Cl:26])[CH:20]=3)=[O:17])=[CH:11][CH:10]=2)[CH:6]=[CH:7][CH:8]=1)#[N:2]. The yield is 0.180. (6) The reactants are [F:1][C:2]([F:7])([F:6])[C:3]([OH:5])=[O:4].[F:8][C:9]([F:14])([F:13])[C:10]([OH:12])=[O:11].FC(F)(F)C(O)=O.[NH:22]1[CH2:25][CH:24]([CH2:26][C:27]([NH:29][C:30]2[CH:31]=[CH:32][C:33]3[NH:34][C:35]4[N:51]=[C:39]([NH:40][C:41]5[CH:42]=[N:43][CH:44]=[C:45]([CH:50]=5)[CH2:46][CH2:47][C:48]=2[CH:49]=3)[N:38]=[CH:37][C:36]=4[Cl:52])=[O:28])[CH2:23]1.[S:53]1[CH:57]=[CH:56][N:55]=[C:54]1[C:58](Cl)=[O:59]. No catalyst specified. The product is [F:1][C:2]([F:7])([F:6])[C:3]([OH:5])=[O:4].[F:8][C:9]([F:14])([F:13])[C:10]([OH:12])=[O:11].[Cl:52][C:36]1[CH:37]=[N:38][C:39]2[NH:40][C:41]3[CH:42]=[N:43][CH:44]=[C:45]([CH:50]=3)[CH2:46][CH2:47][C:48]3[CH:49]=[C:33]([NH:34][C:35]=1[N:51]=2)[CH:32]=[CH:31][C:30]=3[NH:29][C:27](=[O:28])[CH2:26][CH:24]1[CH2:23][N:22]([C:58]([C:54]2[S:53][CH:57]=[CH:56][N:55]=2)=[O:59])[CH2:25]1. The yield is 0.660. (7) The reactants are [CH2:1]([O:8][C@H:9]1[CH2:13][N:12]([C:14]([O:16][C:17]([CH3:20])([CH3:19])[CH3:18])=[O:15])[C@@H:11]([C@@H:21]([OH:40])[C@@H:22]([NH:30][C:31]([O:33][CH2:34][CH2:35][Si:36]([CH3:39])([CH3:38])[CH3:37])=[O:32])[CH2:23][C:24]2[CH:29]=[CH:28][CH:27]=[CH:26][CH:25]=2)[CH2:10]1)[C:2]1[CH:7]=[CH:6][CH:5]=[CH:4][CH:3]=1.CO[C:43](OC)([CH3:45])[CH3:44].C1(C)C=CC(S([O-])(=O)=O)=CC=1.[NH+]1C=CC=CC=1. The catalyst is C1C=CC=CC=1. The product is [CH2:23]([C@H:22]1[C@@H:21]([C@H:11]2[CH2:10][C@@H:9]([O:8][CH2:1][C:2]3[CH:3]=[CH:4][CH:5]=[CH:6][CH:7]=3)[CH2:13][N:12]2[C:14]([O:16][C:17]([CH3:18])([CH3:20])[CH3:19])=[O:15])[O:40][C:43]([CH3:45])([CH3:44])[N:30]1[C:31]([O:33][CH2:34][CH2:35][Si:36]([CH3:39])([CH3:38])[CH3:37])=[O:32])[C:24]1[CH:25]=[CH:26][CH:27]=[CH:28][CH:29]=1. The yield is 0.850. (8) The reactants are [NH2:1][C:2]1[CH:7]=[CH:6][C:5]([Cl:8])=[CH:4][C:3]=1[NH:9][C:10]1[CH:15]=[CH:14][C:13]([NH:16][C:17](=[O:19])[CH3:18])=[CH:12][CH:11]=1.[C:20](=O)(O)[O-].[Na+]. The catalyst is C(O)=O. The product is [Cl:8][C:5]1[CH:6]=[CH:7][C:2]2[N:1]=[CH:20][N:9]([C:10]3[CH:11]=[CH:12][C:13]([NH:16][C:17](=[O:19])[CH3:18])=[CH:14][CH:15]=3)[C:3]=2[CH:4]=1. The yield is 0.690.